Task: Predict the product of the given reaction.. Dataset: Forward reaction prediction with 1.9M reactions from USPTO patents (1976-2016) (1) Given the reactants Cl[C:2]1[C:8]2[CH:9]=[C:10]([F:13])[CH:11]=[CH:12][C:7]=2[N:6]([CH3:14])[C:5](=[O:15])[CH2:4][N:3]=1.C([O-])([O-])=O.[Na+].[Na+].[C:22]1(B(O)O)[CH:27]=[CH:26][CH:25]=[CH:24][CH:23]=1, predict the reaction product. The product is: [F:13][C:10]1[CH:11]=[CH:12][C:7]2[N:6]([CH3:14])[C:5](=[O:15])[CH2:4][N:3]=[C:2]([C:22]3[CH:27]=[CH:26][CH:25]=[CH:24][CH:23]=3)[C:8]=2[CH:9]=1. (2) Given the reactants [OH:1][C:2]1([CH2:15][CH:16]=O)[CH2:14][CH2:13][C:5]2([O:10][CH2:9][C:8]([CH3:12])([CH3:11])[CH2:7][O:6]2)[CH2:4][CH2:3]1.[CH3:18][O:19][C:20]1[CH:25]=[CH:24][C:23]([C@@H:26]([NH2:29])[CH2:27][CH3:28])=[CH:22][CH:21]=1, predict the reaction product. The product is: [CH3:18][O:19][C:20]1[CH:25]=[CH:24][C:23]([C@@H:26]([NH:29][CH2:16][CH2:15][C:2]2([OH:1])[CH2:3][CH2:4][C:5]3([O:10][CH2:9][C:8]([CH3:11])([CH3:12])[CH2:7][O:6]3)[CH2:13][CH2:14]2)[CH2:27][CH3:28])=[CH:22][CH:21]=1. (3) Given the reactants C(C[NH:9][CH2:10][CH2:11][CH2:12][CH2:13][N:14]1[C:22](=O)[C:21]2[C:16](=[CH:17][CH:18]=[CH:19][CH:20]=2)[C:15]1=O)C1C=CC=CC=1.O.NN, predict the reaction product. The product is: [CH2:15]([N:14]([CH3:22])[CH2:13][CH2:12][CH2:11][CH2:10][NH2:9])[C:16]1[CH:21]=[CH:20][CH:19]=[CH:18][CH:17]=1. (4) Given the reactants Cl[CH2:2][C:3]([NH:5][C:6]1[CH:26]=[CH:25][C:9]2[N:10]=[C:11]([NH:14][C@H:15]3[C:24]4[C:19](=[CH:20][CH:21]=[CH:22][CH:23]=4)[CH2:18][CH2:17][CH2:16]3)[O:12][CH2:13][C:8]=2[CH:7]=1)=[O:4].[CH3:27][O:28][CH2:29][CH2:30][NH2:31], predict the reaction product. The product is: [CH3:27][O:28][CH2:29][CH2:30][NH:31][CH2:2][C:3]([NH:5][C:6]1[CH:26]=[CH:25][C:9]2[N:10]=[C:11]([NH:14][C@H:15]3[C:24]4[C:19](=[CH:20][CH:21]=[CH:22][CH:23]=4)[CH2:18][CH2:17][CH2:16]3)[O:12][CH2:13][C:8]=2[CH:7]=1)=[O:4]. (5) Given the reactants CCN(C(C)C)C(C)C.[CH3:22][C:21]([O:20][C:18](O[C:18]([O:20][C:21]([CH3:24])([CH3:23])[CH3:22])=[O:19])=[O:19])([CH3:24])[CH3:23].[Br:25][C:26]1[C:34]2[C:29](=[CH:30][C:31]([O:35][Si:36]([C:39]([CH3:42])([CH3:41])[CH3:40])([CH3:38])[CH3:37])=[CH:32][CH:33]=2)[NH:28][C:27]=1[C:43]([O:45][CH3:46])=[O:44], predict the reaction product. The product is: [Br:25][C:26]1[C:34]2[C:29](=[CH:30][C:31]([O:35][Si:36]([C:39]([CH3:41])([CH3:42])[CH3:40])([CH3:37])[CH3:38])=[CH:32][CH:33]=2)[N:28]([C:18]([O:20][C:21]([CH3:22])([CH3:23])[CH3:24])=[O:19])[C:27]=1[C:43]([O:45][CH3:46])=[O:44].